From a dataset of Forward reaction prediction with 1.9M reactions from USPTO patents (1976-2016). Predict the product of the given reaction. (1) Given the reactants I[C:2]1[CH:7]=[CH:6][N:5]=[C:4]([N:8]2[CH2:13][CH2:12][N:11]([CH2:14][C:15]3[CH:20]=[CH:19][CH:18]=[CH:17][CH:16]=3)[CH2:10][CH2:9]2)[C:3]=1[C:21]([O:23][CH:24]([CH3:26])[CH3:25])=[O:22].C(=O)([O-])[O-].[K+].[K+].C(O)CO.[CH3:37][O:38][C:39]1[CH:44]=[CH:43][CH:42]=[CH:41][C:40]=1[SH:45], predict the reaction product. The product is: [CH3:37][O:38][C:39]1[CH:44]=[CH:43][CH:42]=[CH:41][C:40]=1[S:45][C:2]1[CH:7]=[CH:6][N:5]=[C:4]([N:8]2[CH2:13][CH2:12][N:11]([CH2:14][C:15]3[CH:20]=[CH:19][CH:18]=[CH:17][CH:16]=3)[CH2:10][CH2:9]2)[C:3]=1[C:21]([O:23][CH:24]([CH3:26])[CH3:25])=[O:22]. (2) Given the reactants [Br:1]N1C(=O)CCC1=O.[NH2:9][C:10]1[N:11]=[CH:12][C:13]([C:16]([O:18][CH3:19])=[O:17])=[N:14][CH:15]=1, predict the reaction product. The product is: [NH2:9][C:10]1[N:11]=[CH:12][C:13]([C:16]([O:18][CH3:19])=[O:17])=[N:14][C:15]=1[Br:1]. (3) Given the reactants [OH:1][C:2]1[CH:3]=[C:4]([CH:7]=[C:8]([N+:11]([O-:13])=[O:12])[C:9]=1O)[CH:5]=O.[ClH:14].[NH2:15]O.CC1C=CC(S(O)(=O)=O)=CC=1.S([O-])([O-])(=O)=O.[Mg+2], predict the reaction product. The product is: [Cl:14][C:9]1[C:8]([N+:11]([O-:13])=[O:12])=[CH:7][C:4]([C:5]#[N:15])=[CH:3][C:2]=1[OH:1]. (4) Given the reactants [NH4+].[OH-].C([N:6](C(C)C)CC)(C)C.[Cl:12][C:13]1[N:14]=[N:15][C:16]([Cl:22])=[CH:17][C:18]=1[C:19](Cl)=[O:20], predict the reaction product. The product is: [Cl:12][C:13]1[N:14]=[N:15][C:16]([Cl:22])=[CH:17][C:18]=1[C:19]([NH2:6])=[O:20].